This data is from Full USPTO retrosynthesis dataset with 1.9M reactions from patents (1976-2016). The task is: Predict the reactants needed to synthesize the given product. (1) Given the product [Br:1][C:2]1[C:3]([O:11][CH3:14])=[C:4]([C:7]([O:9][CH3:10])=[O:8])[S:5][CH:6]=1, predict the reactants needed to synthesize it. The reactants are: [Br:1][C:2]1[C:3]([OH:11])=[C:4]([C:7]([O:9][CH3:10])=[O:8])[S:5][CH:6]=1.CI.[C:14]([O-])([O-])=O.[K+].[K+].O. (2) Given the product [CH2:32]([NH:39][C:27](=[O:29])[C:26]1[CH:25]=[CH:24][C:23]([C:15]2[N:14]([C:11]3[CH:10]=[CH:9][C:8]([O:7][CH:2]4[CH2:3][CH2:4][CH2:5][CH2:6][O:1]4)=[CH:13][CH:12]=3)[C:18]3[CH:19]=[CH:20][CH:21]=[CH:22][C:17]=3[N:16]=2)=[CH:31][CH:30]=1)[C:33]1[CH:38]=[CH:37][CH:36]=[CH:35][CH:34]=1, predict the reactants needed to synthesize it. The reactants are: [O:1]1[CH2:6][CH2:5][CH2:4][CH2:3][CH:2]1[O:7][C:8]1[CH:13]=[CH:12][C:11]([N:14]2[C:18]3[CH:19]=[CH:20][CH:21]=[CH:22][C:17]=3[N:16]=[C:15]2[C:23]2[CH:31]=[CH:30][C:26]([C:27]([OH:29])=O)=[CH:25][CH:24]=2)=[CH:10][CH:9]=1.[CH2:32]([NH2:39])[C:33]1[CH:38]=[CH:37][CH:36]=[CH:35][CH:34]=1.CCN(CC)CC. (3) Given the product [CH2:1]([O:3][C:4](=[O:20])[CH:5]([O:17][CH2:18][CH3:19])[CH2:6][C:7]1[CH:8]=[C:9]2[C:13](=[CH:14][CH:15]=1)[N:12]([CH2:22][C:23]1[N:24]=[C:25]([C:29]3[CH:30]=[CH:31][C:32]([CH:35]([CH3:37])[CH3:36])=[CH:33][CH:34]=3)[O:26][C:27]=1[CH3:28])[CH:11]=[C:10]2[CH3:16])[CH3:2], predict the reactants needed to synthesize it. The reactants are: [CH2:1]([O:3][C:4](=[O:20])[CH:5]([O:17][CH2:18][CH3:19])[CH2:6][C:7]1[CH:8]=[C:9]2[C:13](=[CH:14][CH:15]=1)[NH:12][CH:11]=[C:10]2[CH3:16])[CH3:2].Cl[CH2:22][C:23]1[N:24]=[C:25]([C:29]2[CH:34]=[CH:33][C:32]([CH:35]([CH3:37])[CH3:36])=[CH:31][CH:30]=2)[O:26][C:27]=1[CH3:28].[H-].[Na+]. (4) Given the product [CH2:34]([O:35][C:2]1[CH:3]=[C:4]([C:8]2([C:25]3[CH:26]=[CH:27][N:28]=[CH:29][CH:30]=3)[C:16]3[C:11](=[N:12][CH:13]=[CH:14][CH:15]=3)[C:10]([NH2:17])=[N:9]2)[CH:5]=[CH:6][CH:7]=1)[CH2:33][CH:32]([CH3:36])[CH3:31], predict the reactants needed to synthesize it. The reactants are: O[C:2]1[CH:3]=[C:4]([C:8]2([C:25]3[CH:30]=[CH:29][N:28]=[CH:27][CH:26]=3)[C:16]3[C:11](=[N:12][CH:13]=[CH:14][CH:15]=3)[C:10]([NH:17]C(=O)OC(C)(C)C)=[N:9]2)[CH:5]=[CH:6][CH:7]=1.[CH3:31][CH:32]([CH3:36])[CH2:33][CH2:34][OH:35]. (5) The reactants are: [C:1]1([S:7]([N:10]2[C:14]3[N:15]=[CH:16][N:17]=[C:18](Cl)[C:13]=3[C:12]([CH:20]([OH:43])[C:21]3[CH:22]=[CH:23][C:24]([N:28]([C:36]4[CH:37]=[N:38][C:39]([CH3:42])=[CH:40][CH:41]=4)[C:29](=[O:35])[O:30][C:31]([CH3:34])([CH3:33])[CH3:32])=[N:25][C:26]=3[F:27])=[CH:11]2)(=[O:9])=[O:8])[CH:6]=[CH:5][CH:4]=[CH:3][CH:2]=1.[CH3:44][NH2:45]. Given the product [C:1]1([S:7]([N:10]2[C:14]3[N:15]=[CH:16][N:17]=[C:18]([NH:45][CH3:44])[C:13]=3[C:12]([CH:20]([OH:43])[C:21]3[CH:22]=[CH:23][C:24]([N:28]([C:36]4[CH:37]=[N:38][C:39]([CH3:42])=[CH:40][CH:41]=4)[C:29](=[O:35])[O:30][C:31]([CH3:34])([CH3:33])[CH3:32])=[N:25][C:26]=3[F:27])=[CH:11]2)(=[O:9])=[O:8])[CH:6]=[CH:5][CH:4]=[CH:3][CH:2]=1, predict the reactants needed to synthesize it.